Dataset: Catalyst prediction with 721,799 reactions and 888 catalyst types from USPTO. Task: Predict which catalyst facilitates the given reaction. (1) Reactant: Cl.[C:2]([O:6][C:7](=[O:10])[CH2:8][NH2:9])([CH3:5])([CH3:4])[CH3:3].C([O-])(O)=O.[Na+].[C:16]([O:20][C:21](=[O:33])[NH:22][C:23]1[CH:28]=[CH:27][C:26](F)=[C:25]([N+:30]([O-:32])=[O:31])[CH:24]=1)([CH3:19])([CH3:18])[CH3:17]. Product: [C:2]([O:6][C:7](=[O:10])[CH2:8][NH:9][C:26]1[CH:27]=[CH:28][C:23]([NH:22][C:21]([O:20][C:16]([CH3:18])([CH3:19])[CH3:17])=[O:33])=[CH:24][C:25]=1[N+:30]([O-:32])=[O:31])([CH3:5])([CH3:4])[CH3:3]. The catalyst class is: 16. (2) Reactant: [CH2:1]=[C:2]1[C:7](=[O:8])[NH:6][C:5]2[CH:9]=[CH:10][CH:11]=[CH:12][C:4]=2[S:3]1.CCN(CC)CC.Cl.[CH2:21]([O:28][NH2:29])[C:22]1[CH:27]=[CH:26][CH:25]=[CH:24][CH:23]=1. Product: [CH2:21]([O:28][NH:29][CH2:1][CH:2]1[C:7](=[O:8])[NH:6][C:5]2[CH:9]=[CH:10][CH:11]=[CH:12][C:4]=2[S:3]1)[C:22]1[CH:27]=[CH:26][CH:25]=[CH:24][CH:23]=1. The catalyst class is: 3. (3) Reactant: [NH2:1][C:2]1[N:7]=[C:6]([NH:8][C:9]2[CH:14]=[C:13]([NH:15][C:16]3[CH:21]=[CH:20][CH:19]=[CH:18][CH:17]=3)[N:12]=[CH:11][N:10]=2)[CH:5]=[CH:4][CH:3]=1.[CH3:22][N:23]([CH2:25]/[CH:26]=[CH:27]/[C:28](Cl)=[O:29])[CH3:24]. Product: [CH3:22][N:23]([CH3:24])[CH2:25]/[CH:26]=[CH:27]/[C:28]([NH:1][C:2]1[CH:3]=[CH:4][CH:5]=[C:6]([NH:8][C:9]2[CH:14]=[C:13]([NH:15][C:16]3[CH:17]=[CH:18][CH:19]=[CH:20][CH:21]=3)[N:12]=[CH:11][N:10]=2)[N:7]=1)=[O:29]. The catalyst class is: 37. (4) Reactant: [OH-].[Na+].[NH2:3][C:4]1[C:9]([CH:10]=[CH2:11])=[C:8]([C:12]([O:14]C)=[O:13])[N:7]=[C:6]([C:16]2[CH:21]=[CH:20][C:19]([Cl:22])=[C:18]([O:23][CH3:24])[C:17]=2[F:25])[N:5]=1. Product: [NH2:3][C:4]1[C:9]([CH:10]=[CH2:11])=[C:8]([C:12]([OH:14])=[O:13])[N:7]=[C:6]([C:16]2[CH:21]=[CH:20][C:19]([Cl:22])=[C:18]([O:23][CH3:24])[C:17]=2[F:25])[N:5]=1. The catalyst class is: 30. (5) Reactant: [F:1][C:2]([F:10])([F:9])[C:3]1[NH:7][N:6]=[C:5]([NH2:8])[CH:4]=1.[Cl:11][C:12]1[N:17]=[C:16](Cl)[C:15]([Cl:19])=[CH:14][N:13]=1.C(=O)([O-])[O-].[Na+].[Na+]. Product: [Cl:11][C:12]1[N:17]=[C:16]([NH:8][C:5]2[CH:4]=[C:3]([C:2]([F:10])([F:9])[F:1])[NH:7][N:6]=2)[C:15]([Cl:19])=[CH:14][N:13]=1. The catalyst class is: 14. (6) Reactant: [CH3:1][C:2]1[CH:3]=[CH:4][CH:5]=[C:6]2[C:11]=1[C:10](=[O:12])[NH:9][CH:8]=[CH:7]2. Product: [CH3:1][C:2]1[CH:3]=[CH:4][CH:5]=[C:6]2[C:11]=1[C:10](=[O:12])[NH:9][CH2:8][CH2:7]2. The catalyst class is: 19. (7) Reactant: [CH2:1]([C@H:4]1[O:9][C@@H:8]([CH3:10])[CH2:7][N:6](CC2C=CC=CC=2)[CH2:5]1)[CH:2]=[CH2:3].[F:18][C:19]([F:24])([F:23])[C:20]([OH:22])=[O:21]. Product: [F:18][C:19]([F:24])([F:23])[C:20]([OH:22])=[O:21].[CH3:10][C@H:8]1[O:9][C@@H:4]([CH2:1][CH2:2][CH3:3])[CH2:5][NH:6][CH2:7]1. The catalyst class is: 45.